This data is from Forward reaction prediction with 1.9M reactions from USPTO patents (1976-2016). The task is: Predict the product of the given reaction. Given the reactants [Br:1][C:2]1[C:3]([OH:16])=[C:4]2[C:9](=[CH:10][CH:11]=1)[N:8]([C:12](=[O:14])C)[C@@H:7]([CH3:15])[CH2:6][CH2:5]2.[C:17](Cl)(=[O:19])C.COC1C=CC=C2C=1CC[C@H](C)N2.BrC1C=CC2N(C(C3CC3)=O)[C@@H](C)CCC=2C=1O.C1(C(Cl)=O)CC1, predict the reaction product. The product is: [Br:1][C:2]1[C:3]([OH:16])=[C:4]2[C:9](=[CH:10][CH:11]=1)[N:8]([C:12]([O:19][CH3:17])=[O:14])[C@@H:7]([CH3:15])[CH2:6][CH2:5]2.